From a dataset of Full USPTO retrosynthesis dataset with 1.9M reactions from patents (1976-2016). Predict the reactants needed to synthesize the given product. (1) Given the product [OH:11][CH2:12][CH2:13][CH2:14][N:15]1[CH2:16][CH2:17][NH:18][C:3]1=[C:6]([C:9]#[N:10])[C:7]#[N:8], predict the reactants needed to synthesize it. The reactants are: CS[C:3](=[C:6]([C:9]#[N:10])[C:7]#[N:8])SC.[OH:11][CH2:12][CH2:13][CH2:14][NH:15][CH2:16][CH2:17][NH2:18].C(OCC)(=O)C.C(OC(C)C)(C)C. (2) Given the product [Si:1]([O:8][C@H:9]1[CH2:14][CH2:13][C@@:12]([C@@H:16]2[C@@H:17]([CH2:38][NH:61][C:66](=[O:67])[CH2:68][CH2:56][CH2:57][CH3:58])[C@H:18]3[C@@:22]([CH3:25])([CH:21]=[CH:20][CH2:19]3)[CH2:23][CH2:24]2)([CH3:15])[C@@H:11]([CH2:47][O:48][Si:49]([C:52]([CH3:54])([CH3:53])[CH3:55])([CH3:51])[CH3:50])[CH2:10]1)([C:4]([CH3:7])([CH3:5])[CH3:6])([CH3:3])[CH3:2], predict the reactants needed to synthesize it. The reactants are: [Si:1]([O:8][C@H:9]1[CH2:14][CH2:13][C@@:12]([C@H:16]2[CH2:24][CH2:23][C@@:22]3([CH3:25])[C@@H:18]([CH2:19][CH2:20]/[C:21]/3=N\NS(C3C=CC(C)=CC=3)(=O)=O)[C@@H:17]2[CH2:38]NC(=O)OC(C)(C)C)([CH3:15])[C@@H:11]([CH2:47][O:48][Si:49]([C:52]([CH3:55])([CH3:54])[CH3:53])([CH3:51])[CH3:50])[CH2:10]1)([C:4]([CH3:7])([CH3:6])[CH3:5])([CH3:3])[CH3:2].[CH2:56]([Li])[CH2:57][CH2:58]C.[NH4+:61].[Cl-].CCO[C:66]([CH3:68])=[O:67]. (3) The reactants are: C(C1C(=O)OC(C2C=CC(C(F)(F)F)=CC=2)=N1)(C)C.[CH2:20]([O:22][C:23](=[O:44])[CH:24]([C:26]1[O:30][C:29]([C:31]2[CH:36]=[CH:35][C:34]([C:37]([F:40])([F:39])[F:38])=[CH:33][CH:32]=2)=[N:28][C:27]=1[CH:41]([CH3:43])[CH3:42])[CH3:25])[CH3:21].CCOC(C(C)=P(C1C=CC=CC=1)(C1C=CC=CC=1)C1C=CC=CC=1)=O. Given the product [CH2:20]([O:22][C:23](=[O:44])[CH:24]([C:26]1[O:30][C:29]([C:31]2[CH:36]=[CH:35][C:34]([C:37]([F:39])([F:40])[F:38])=[CH:33][CH:32]=2)=[N:28][C:27]=1[CH:41]([CH3:43])[CH3:42])[CH3:25])[CH3:21], predict the reactants needed to synthesize it. (4) Given the product [F:23][C:24]1[CH:37]=[CH:36][C:27]([CH2:28][N:29]2[CH2:34][CH2:33][N:32]([C:1](=[O:5])[CH2:2][OH:3])[C@H:31]([CH3:35])[CH2:30]2)=[CH:26][CH:25]=1, predict the reactants needed to synthesize it. The reactants are: [C:1]([OH:5])(=O)[CH2:2][OH:3].N1C=CC=CC=1.C[Si](Cl)(C)C.C(Cl)(=O)C(Cl)=O.[F:23][C:24]1[CH:37]=[CH:36][C:27]([CH2:28][N:29]2[CH2:34][CH2:33][NH:32][C@H:31]([CH3:35])[CH2:30]2)=[CH:26][CH:25]=1.Cl. (5) Given the product [Br:21][C:8]1[C:9]2[C:4](=[CH:3][C:2]([Br:1])=[CH:11][CH:10]=2)[CH:5]=[CH:6][C:7]=1[O:12][CH3:13], predict the reactants needed to synthesize it. The reactants are: [Br:1][C:2]1[CH:3]=[C:4]2[C:9](=[CH:10][CH:11]=1)[CH:8]=[C:7]([O:12][CH3:13])[CH:6]=[CH:5]2.C1C(=O)N([Br:21])C(=O)C1. (6) The reactants are: [O:1]1[CH2:6][CH2:5][NH:4][C:3]2[CH:7]=[C:8]([O:11][C@H:12]3[CH2:16][CH2:15][N:14]([C:17]([CH:19]4[CH2:24][CH2:23][O:22][CH2:21][CH2:20]4)=[O:18])[CH2:13]3)[CH:9]=[CH:10][C:2]1=2.Br[C:26]1[CH:27]=[C:28]([CH3:34])[C:29]([O:32][CH3:33])=[N:30][CH:31]=1.CC([O-])(C)C.[Na+].C1(P(C2CCCCC2)C2C=CC=CC=2C2C=CC=CC=2)CCCCC1. Given the product [CH3:33][O:32][C:29]1[N:30]=[CH:31][C:26]([N:4]2[CH2:5][CH2:6][O:1][C:2]3[CH:10]=[CH:9][C:8]([O:11][C@H:12]4[CH2:16][CH2:15][N:14]([C:17]([CH:19]5[CH2:24][CH2:23][O:22][CH2:21][CH2:20]5)=[O:18])[CH2:13]4)=[CH:7][C:3]2=3)=[CH:27][C:28]=1[CH3:34], predict the reactants needed to synthesize it. (7) Given the product [C:56]([C:53]1[CH:54]=[CH:55][C:50]([C:47]2[CH:48]=[CH:49][C:44]([C:17]3[CH:18]=[CH:19][C:20]([C:23]4[N:24]=[C:25]([C:36]5[CH:37]=[C:38]([CH3:42])[CH:39]=[CH:40][CH:41]=5)[N:26]=[C:27]([C:29]5[CH:30]=[C:31]([CH3:35])[CH:32]=[CH:33][CH:34]=5)[N:28]=4)=[CH:21][CH:22]=3)=[N:45][CH:46]=2)=[CH:51][CH:52]=1)([CH3:59])([CH3:58])[CH3:57], predict the reactants needed to synthesize it. The reactants are: CCCCC.C([Li])(C)(C)C.O1CCCC1.Br[C:17]1[CH:22]=[CH:21][C:20]([C:23]2[N:28]=[C:27]([C:29]3[CH:30]=[C:31]([CH3:35])[CH:32]=[CH:33][CH:34]=3)[N:26]=[C:25]([C:36]3[CH:37]=[C:38]([CH3:42])[CH:39]=[CH:40][CH:41]=3)[N:24]=2)=[CH:19][CH:18]=1.Br[C:44]1[CH:49]=[CH:48][C:47]([C:50]2[CH:55]=[CH:54][C:53]([C:56]([CH3:59])([CH3:58])[CH3:57])=[CH:52][CH:51]=2)=[CH:46][N:45]=1. (8) Given the product [N:22]1([CH2:29][CH2:30][O:31][C:32]2[CH:40]=[CH:39][C:35]([CH2:36][N:56]([CH2:55][CH3:54])[C:57]3[CH:62]=[CH:61][CH:60]=[CH:59][C:58]=3[CH:63]3[CH2:67][CH2:66][N:65]([C:68]4[CH:73]=[CH:72][CH:71]=[C:70]([O:74][CH3:75])[CH:69]=4)[CH2:64]3)=[CH:34][CH:33]=2)[CH2:28][CH2:27][CH2:26][CH2:25][CH2:24][CH2:23]1, predict the reactants needed to synthesize it. The reactants are: COC1C=C(N2CCC(C3C=CC=CC=3N)C2)C=CC=1.Cl.[N:22]1([CH2:29][CH2:30][O:31][C:32]2[CH:40]=[CH:39][C:35]([C:36](O)=O)=[CH:34][CH:33]=2)[CH2:28][CH2:27][CH2:26][CH2:25][CH2:24][CH2:23]1.N1(CCOC2C=C[C:54]([CH2:55][NH:56][C:57]3[CH:62]=[CH:61][CH:60]=[CH:59][C:58]=3[CH:63]3[CH2:67][CH2:66][N:65]([C:68]4[CH:73]=[CH:72][CH:71]=[C:70]([O:74][CH3:75])[CH:69]=4)[CH2:64]3)=CC=2)CCCCCC1. (9) Given the product [CH:1]1[N:6]=[C:5]([NH2:7])[C:4]2[N:8]=[CH:9][N:10]([C@@H:11]3[O:15][C@@H:14]4[CH2:16][O:17][P:18]([OH:20])([O:21][C@H:13]4[C@H:12]3[OH:23])=[O:19])[C:3]=2[N:2]=1, predict the reactants needed to synthesize it. The reactants are: [CH:1]1[N:6]=[C:5]([NH2:7])[C:4]2[N:8]=[CH:9][N:10]([C@@H:11]3[O:15][C@H:14]([CH2:16][O:17][P:18]([OH:21])([OH:20])=[O:19])[C@@H:13](O)[C@H:12]3[OH:23])[C:3]=2[N:2]=1.N1C(N)=C2C(=NC=N2)NC=1.